From a dataset of Forward reaction prediction with 1.9M reactions from USPTO patents (1976-2016). Predict the product of the given reaction. (1) Given the reactants [Cl:1][C:2]1[C:3]2[N:4]([C:21]([CH2:24][CH:25]3[CH2:27][CH2:26]3)=[N:22][N:23]=2)[CH:5]=[CH:6][C:7]=1[NH:8][CH2:9][C@@H:10]1[CH2:14][CH2:13][CH2:12][C@H:11]1[C:15]1[CH:20]=[CH:19][CH:18]=[CH:17][CH:16]=1, predict the reaction product. The product is: [Cl:1][C:2]1[C:3]2[N:4]([C:21]([CH2:24][CH:25]3[CH2:26][CH2:27]3)=[N:22][N:23]=2)[CH:5]=[CH:6][C:7]=1[NH:8][CH2:9][C@H:10]1[CH2:14][CH2:13][CH2:12][C@@H:11]1[C:15]1[CH:16]=[CH:17][CH:18]=[CH:19][CH:20]=1. (2) Given the reactants [CH3:1][C:2]1[N:3]=[C:4]([CH2:7][C:8]#[N:9])[S:5][CH:6]=1.[CH3:10][N:11]([CH:13](OC)OC)[CH3:12], predict the reaction product. The product is: [CH3:10][N:11]([CH3:12])/[CH:13]=[C:7](/[C:4]1[S:5][CH:6]=[C:2]([CH3:1])[N:3]=1)\[C:8]#[N:9].